Predict the product of the given reaction. From a dataset of Forward reaction prediction with 1.9M reactions from USPTO patents (1976-2016). Given the reactants I[C:2]1[N:6]2[CH:7]=[C:8]([C:12]3[CH:17]=[CH:16][C:15]([C:18]([F:21])([F:20])[F:19])=[CH:14][CH:13]=3)[CH:9]=[C:10]([CH3:11])[C:5]2=[N:4][CH:3]=1.[CH3:22][Si:23]([C:26]#[CH:27])([CH3:25])[CH3:24].CCN(CC)CC, predict the reaction product. The product is: [CH3:11][C:10]1[C:5]2[N:6]([C:2]([C:27]#[C:26][Si:23]([CH3:25])([CH3:24])[CH3:22])=[CH:3][N:4]=2)[CH:7]=[C:8]([C:12]2[CH:17]=[CH:16][C:15]([C:18]([F:21])([F:20])[F:19])=[CH:14][CH:13]=2)[CH:9]=1.